Dataset: Forward reaction prediction with 1.9M reactions from USPTO patents (1976-2016). Task: Predict the product of the given reaction. (1) Given the reactants [CH2:1]([N:8]1[CH2:13][CH2:12][C:11](=O)/[C:10](=[CH:15]\N(C)C)/[CH2:9]1)[C:2]1[CH:7]=[CH:6][CH:5]=[CH:4][CH:3]=1.S(O)(O)(=O)=O.[CH3:24][O:25][C:26](=[NH:28])[NH2:27].C(N(CC)CC)C, predict the reaction product. The product is: [CH2:1]([N:8]1[CH2:13][CH2:12][C:11]2[N:28]=[C:26]([O:25][CH3:24])[N:27]=[CH:15][C:10]=2[CH2:9]1)[C:2]1[CH:7]=[CH:6][CH:5]=[CH:4][CH:3]=1. (2) Given the reactants [C:1]1([C:7]([C:9]([C:11]2[CH:16]=[CH:15][CH:14]=[CH:13][CH:12]=2)=[CH2:10])=[CH2:8])[CH:6]=[CH:5][CH:4]=[CH:3][CH:2]=1.[C:17]1(=[O:23])[CH2:22][CH2:21][CH2:20][CH:19]=[CH:18]1, predict the reaction product. The product is: [C:1]1([C:7]2[CH2:8][CH:21]3[CH:22]([CH2:10][C:9]=2[C:11]2[CH:12]=[CH:13][CH:14]=[CH:15][CH:16]=2)[C:17](=[O:23])[CH2:18][CH2:19][CH2:20]3)[CH:6]=[CH:5][CH:4]=[CH:3][CH:2]=1. (3) Given the reactants [C:1]([C:3]1[CH:4]=[N:5][N:6]2[C:11](=[O:12])[C:10]([CH2:13][CH3:14])=[C:9]([C:15]([OH:17])=O)[NH:8][C:7]=12)#[N:2].[C:18]([NH:21][NH2:22])(=O)[CH3:19].[Cl-].ClC1N(C)C=C[N+]=1C.CCN(C(C)C)C(C)C, predict the reaction product. The product is: [CH2:13]([C:10]1[C:11](=[O:12])[N:6]2[N:5]=[CH:4][C:3]([C:1]#[N:2])=[C:7]2[NH:8][C:9]=1[C:15]1[O:17][C:18]([CH3:19])=[N:21][N:22]=1)[CH3:14]. (4) Given the reactants [NH2:1][CH2:2][CH:3]1[CH2:8][CH2:7][NH:6][CH2:5][CH2:4]1.C(=O)C1C=CC=CC=1.[C:17](O[C:17]([O:19][C:20]([CH3:23])([CH3:22])[CH3:21])=[O:18])([O:19][C:20]([CH3:23])([CH3:22])[CH3:21])=[O:18].S([O-])(O)(=O)=O.[K+], predict the reaction product. The product is: [C:20]([O:19][C:17]([N:6]1[CH2:7][CH2:8][CH:3]([CH2:2][NH2:1])[CH2:4][CH2:5]1)=[O:18])([CH3:23])([CH3:22])[CH3:21]. (5) Given the reactants [Cl:1][C:2]1[N:6]([CH2:7][CH:8]=[CH2:9])[N:5]=[C:4]([CH3:10])[C:3]=1[N+:11]([O-])=O.[Cl-].[NH4+].CO, predict the reaction product. The product is: [NH2:11][C:3]1[C:4]([CH3:10])=[N:5][N:6]([CH2:7][CH:8]=[CH2:9])[C:2]=1[Cl:1]. (6) Given the reactants [Cl:1][C:2]1[CH:7]=[CH:6][C:5]([CH:8]([NH:30][C:31]2[CH:32]=[C:33]([CH3:41])[C:34]3[N:35]([C:37]([CH3:40])=[N:38][N:39]=3)[CH:36]=2)[C:9]2[C:10]([C:27](O)=[O:28])=[N:11][N:12]([C:17]3[C:18]([O:25][CH3:26])=[N:19][C:20]([O:23][CH3:24])=[N:21][CH:22]=3)[C:13]=2[CH:14]([CH3:16])[CH3:15])=[CH:4][CH:3]=1, predict the reaction product. The product is: [Cl:1][C:2]1[CH:3]=[CH:4][C:5]([CH:8]2[C:9]3[C:10](=[N:11][N:12]([C:17]4[C:18]([O:25][CH3:26])=[N:19][C:20]([O:23][CH3:24])=[N:21][CH:22]=4)[C:13]=3[CH:14]([CH3:16])[CH3:15])[C:27](=[O:28])[N:30]2[C:31]2[CH:32]=[C:33]([CH3:41])[C:34]3[N:35]([C:37]([CH3:40])=[N:38][N:39]=3)[CH:36]=2)=[CH:6][CH:7]=1. (7) Given the reactants [CH3:1][C:2]1[N:3]([CH2:8][CH2:9][NH2:10])[CH:4]=[C:5]([CH3:7])[N:6]=1.[C:11]1([CH3:21])[CH:16]=[CH:15][C:14]([CH2:17][CH2:18][CH:19]=O)=[CH:13][CH:12]=1, predict the reaction product. The product is: [CH3:7][C:5]1[N:6]=[C:2]([CH3:1])[N:3]2[CH2:8][CH2:9][NH:10][CH:19]([CH2:18][CH2:17][C:14]3[CH:15]=[CH:16][C:11]([CH3:21])=[CH:12][CH:13]=3)[C:4]=12. (8) Given the reactants [CH2:1]([O:8][C:9]1[CH:37]=[CH:36][C:12]([NH:13][C:14]2[C:23]3[C:18](=[CH:19][CH:20]=[C:21]([C:24]4[O:28][C:27]([CH:29]=[CH:30][C:31]([O:33]CC)=[O:32])=[CH:26][CH:25]=4)[CH:22]=3)[N:17]=[CH:16][N:15]=2)=[CH:11][C:10]=1[Cl:38])[C:2]1[CH:7]=[CH:6][CH:5]=[CH:4][CH:3]=1.[OH-].[Na+], predict the reaction product. The product is: [CH2:1]([O:8][C:9]1[CH:37]=[CH:36][C:12]([NH:13][C:14]2[C:23]3[C:18](=[CH:19][CH:20]=[C:21]([C:24]4[O:28][C:27]([CH:29]=[CH:30][C:31]([OH:33])=[O:32])=[CH:26][CH:25]=4)[CH:22]=3)[N:17]=[CH:16][N:15]=2)=[CH:11][C:10]=1[Cl:38])[C:2]1[CH:7]=[CH:6][CH:5]=[CH:4][CH:3]=1. (9) Given the reactants C(C1C=C(C#CC2C=C(C)C(C#CC3C=C(C(C)(C)C)C=C(C(C)(C)C)C=3)=CC=2C(OC)=[O:41])C=C(C(C)(C)C)C=1)(C)(C)C.[N+]([O-])(O)=O.[Br:48][C:49]1[CH:54]=[C:53]([CH3:55])[C:52]([Br:56])=[CH:51][C:50]=1[CH3:57].[OH2:58], predict the reaction product. The product is: [Br:48][C:49]1[CH:54]=[C:53]([CH3:55])[C:52]([Br:56])=[CH:51][C:50]=1[C:57]([OH:41])=[O:58]. (10) Given the reactants [F:1][C:2]1[CH:7]=[CH:6][C:5]([N:8]2[C:16]3[C:11](=[CH:12][C:13]([CH:17]([OH:22])[CH2:18][CH:19]([CH3:21])[CH3:20])=[CH:14][CH:15]=3)[CH:10]=[N:9]2)=[CH:4][CH:3]=1.CC(OI1(OC(C)=O)(OC(C)=O)OC(=O)C2C=CC=CC1=2)=O.[OH-].[Na+], predict the reaction product. The product is: [F:1][C:2]1[CH:3]=[CH:4][C:5]([N:8]2[C:16]3[C:11](=[CH:12][C:13]([C:17](=[O:22])[CH2:18][CH:19]([CH3:20])[CH3:21])=[CH:14][CH:15]=3)[CH:10]=[N:9]2)=[CH:6][CH:7]=1.